Dataset: Reaction yield outcomes from USPTO patents with 853,638 reactions. Task: Predict the reaction yield, written as a fraction of the theoretical maximum amount of product (1.0 means a 100% yield; for example, 0.34 means a 34% yield). (1) The reactants are [CH3:1][O:2][C:3]([C:5]1[C@@H:6]2[N:31]([C:32]([O:34][C:35]([CH3:38])([CH3:37])[CH3:36])=[O:33])[C@H:9]([CH2:10][C:11]=1[C:12]1[CH:17]=[CH:16][C:15]([O:18][CH2:19][CH2:20][O:21][C:22]3[C:27]([Cl:28])=[CH:26][C:25]([CH3:29])=[CH:24][C:23]=3[Cl:30])=[CH:14][CH:13]=1)[CH2:8][CH2:7]2)=[O:4]. The catalyst is CO. The product is [CH3:1][O:2][C:3]([C@@H:5]1[C@@H:11]([C:12]2[CH:17]=[CH:16][C:15]([O:18][CH2:19][CH2:20][O:21][C:22]3[C:23]([Cl:30])=[CH:24][C:25]([CH3:29])=[CH:26][C:27]=3[Cl:28])=[CH:14][CH:13]=2)[CH2:10][C@H:9]2[N:31]([C:32]([O:34][C:35]([CH3:38])([CH3:37])[CH3:36])=[O:33])[C@@H:6]1[CH2:7][CH2:8]2)=[O:4]. The yield is 0.130. (2) The reactants are Cl[C:2]1[N:7]=[CH:6][N:5]=[C:4]([N:8]([CH3:21])[C@H:9]2[C@@H:13]3[O:14][C:15]([CH3:18])([CH3:17])[O:16][C@@H:12]3[C@@H:11]([CH2:19][OH:20])[CH2:10]2)[CH:3]=1.C(N(CC)C(C)C)(C)C.[NH2:31][C@@H:32]1[C:40]2[C:35](=[CH:36][CH:37]=[CH:38][CH:39]=2)[CH2:34][CH2:33]1. The catalyst is C(O)CCC. The product is [C@@H:32]1([NH:31][C:2]2[N:7]=[CH:6][N:5]=[C:4]([N:8]([CH3:21])[C@H:9]3[C@@H:13]4[O:14][C:15]([CH3:18])([CH3:17])[O:16][C@@H:12]4[C@@H:11]([CH2:19][OH:20])[CH2:10]3)[CH:3]=2)[C:40]2[C:35](=[CH:36][CH:37]=[CH:38][CH:39]=2)[CH2:34][CH2:33]1. The yield is 0.240. (3) The reactants are [Cl:1][C:2]1[C:3]([CH2:16][C:17]([OH:19])=O)=[C:4]2[C:9](=[CH:10][CH:11]=1)[N:8]=[CH:7][C:6]([CH2:12][N:13]([CH3:15])[CH3:14])=[N:5]2.C(C1NC=CN=1)(C1[NH:23]C=CN=1)=O.N. The catalyst is Cl.CN(C)C=O. The product is [Cl:1][C:2]1[C:3]([CH2:16][C:17]([NH2:23])=[O:19])=[C:4]2[C:9](=[CH:10][CH:11]=1)[N:8]=[CH:7][C:6]([CH2:12][N:13]([CH3:15])[CH3:14])=[N:5]2. The yield is 0.670. (4) The reactants are [Cl:1][C:2]1[N:7]=[C:6]([CH2:8][C:9]([C:11]2[C:12]([F:29])=[C:13]([NH:17][S:18]([C:21]3[C:26]([F:27])=[CH:25][CH:24]=[CH:23][C:22]=3[F:28])(=[O:20])=[O:19])[CH:14]=[CH:15][CH:16]=2)=O)[CH:5]=[CH:4][N:3]=1.ClCCl.BrN1C(=O)CCC1=O.[CH3:41][C:42]([CH3:47])([CH3:46])[C:43](=[S:45])[NH2:44]. The catalyst is C(OCC)(=O)C.O. The product is [Cl:1][C:2]1[N:7]=[C:6]([C:8]2[S:45][C:43]([C:42]([CH3:47])([CH3:46])[CH3:41])=[N:44][C:9]=2[C:11]2[C:12]([F:29])=[C:13]([NH:17][S:18]([C:21]3[C:26]([F:27])=[CH:25][CH:24]=[CH:23][C:22]=3[F:28])(=[O:20])=[O:19])[CH:14]=[CH:15][CH:16]=2)[CH:5]=[CH:4][N:3]=1. The yield is 0.800.